Predict which catalyst facilitates the given reaction. From a dataset of Catalyst prediction with 721,799 reactions and 888 catalyst types from USPTO. (1) Reactant: [F:1][C:2]1[CH:3]=[C:4]([CH:9]=[CH:10][C:11]=1[CH3:12])[C:5](=[N:7][OH:8])[NH2:6].[CH:13](OCC)(OCC)OCC.C(#N)C. Product: [F:1][C:2]1[CH:3]=[C:4]([C:5]2[N:6]=[CH:13][O:8][N:7]=2)[CH:9]=[CH:10][C:11]=1[CH3:12]. The catalyst class is: 574. (2) Reactant: [H-].[Al+3].[Li+].[H-].[H-].[H-].[C:7]1([CH:13]([CH2:20][C:21](OCC)=[O:22])[CH2:14][C:15](OCC)=[O:16])[CH:12]=[CH:11][CH:10]=[CH:9][CH:8]=1.[C@H](O)(C([O-])=O)[C@@H](O)C([O-])=O.[Na+].[K+]. Product: [C:7]1([CH:13]([CH2:14][CH2:15][OH:16])[CH2:20][CH2:21][OH:22])[CH:12]=[CH:11][CH:10]=[CH:9][CH:8]=1. The catalyst class is: 7.